This data is from Full USPTO retrosynthesis dataset with 1.9M reactions from patents (1976-2016). The task is: Predict the reactants needed to synthesize the given product. (1) Given the product [O:26]=[C:25]1[N:9]2[C:10]([CH:11]([NH:13][C:14]([C:16]3[CH:21]=[CH:20][CH:19]=[CH:18][N:17]=3)=[O:15])[CH2:12][NH:6][CH2:7][CH2:8]2)=[N:22][C:23]([C:27]2[CH:32]=[CH:31][N:30]=[CH:29][N:28]=2)=[CH:24]1, predict the reactants needed to synthesize it. The reactants are: C(OC([N:6]1[CH2:12][CH:11]([NH:13][C:14]([C:16]2[CH:21]=[CH:20][CH:19]=[CH:18][N:17]=2)=[O:15])[C:10]2=[N:22][C:23]([C:27]3[CH:32]=[CH:31][N:30]=[CH:29][N:28]=3)=[CH:24][C:25](=[O:26])[N:9]2[CH2:8][CH2:7]1)=O)C.Br. (2) Given the product [Cl:20][C:21]1[N:33]=[C:32]([C:5]2[CH:6]=[CH:7][CH:8]=[C:3]([C:2]([F:13])([F:12])[F:1])[CH:4]=2)[C:31]([F:35])=[CH:30][C:22]=1[C:23]([O:25][C:26]([CH3:29])([CH3:28])[CH3:27])=[O:24], predict the reactants needed to synthesize it. The reactants are: [F:1][C:2]([F:13])([F:12])[C:3]1[CH:4]=[C:5](B(O)O)[CH:6]=[CH:7][CH:8]=1.C(=O)([O-])[O-].[K+].[K+].[Cl:20][C:21]1[N:33]=[C:32](Cl)[C:31]([F:35])=[CH:30][C:22]=1[C:23]([O:25][C:26]([CH3:29])([CH3:28])[CH3:27])=[O:24].C1(C)C=CC=CC=1P(C1C=CC=CC=1C)C1C=CC=CC=1C. (3) Given the product [C:1]1([NH:7][C:8]([C:10]2[CH:15]=[C:14]([N:16]3[CH2:20][CH2:19][C:18](=[O:21])[CH2:17]3)[CH:13]=[CH:12][N:11]=2)=[O:9])[CH:2]=[CH:3][CH:4]=[CH:5][CH:6]=1, predict the reactants needed to synthesize it. The reactants are: [C:1]1([NH:7][C:8]([C:10]2[CH:15]=[C:14]([N:16]3[CH2:20][CH2:19][CH:18]([OH:21])[CH2:17]3)[CH:13]=[CH:12][N:11]=2)=[O:9])[CH:6]=[CH:5][CH:4]=[CH:3][CH:2]=1.C(N(C(C)C)CC)(C)C.Cl.C(Cl)(Cl)Cl. (4) Given the product [C:1]1([CH2:7][CH2:8][CH2:9][CH:10]([NH:20][C:21]([CH:23]2[CH2:28][CH2:27][N:26]([C:29](=[O:33])[CH2:30][CH:31]3[CH2:32][O:42]3)[CH2:25][CH2:24]2)=[O:22])[CH2:11][CH2:12][CH2:13][C:14]2[CH:19]=[CH:18][CH:17]=[CH:16][CH:15]=2)[CH:2]=[CH:3][CH:4]=[CH:5][CH:6]=1, predict the reactants needed to synthesize it. The reactants are: [C:1]1([CH2:7][CH2:8][CH2:9][CH:10]([NH:20][C:21]([CH:23]2[CH2:28][CH2:27][N:26]([C:29](=[O:33])[CH2:30][CH:31]=[CH2:32])[CH2:25][CH2:24]2)=[O:22])[CH2:11][CH2:12][CH2:13][C:14]2[CH:19]=[CH:18][CH:17]=[CH:16][CH:15]=2)[CH:6]=[CH:5][CH:4]=[CH:3][CH:2]=1.ClC1C=CC=C(C(OO)=[O:42])C=1.[O-]S([O-])=O.[Na+].[Na+]. (5) Given the product [F:1][C:2]1[CH:7]=[C:6]([CH3:8])[C:5]([S:9][CH2:10][C:11]([F:14])([F:12])[F:13])=[CH:4][C:3]=1[N:15]1[C:19]([CH3:20])=[CH:18][C:17]([O:21][CH2:25][CH2:24][C:23]([F:28])([F:27])[F:22])=[N:16]1, predict the reactants needed to synthesize it. The reactants are: [F:1][C:2]1[CH:7]=[C:6]([CH3:8])[C:5]([S:9][CH2:10][C:11]([F:14])([F:13])[F:12])=[CH:4][C:3]=1[N:15]1[C:19]([CH3:20])=[CH:18][C:17]([OH:21])=[N:16]1.[F:22][C:23]([F:28])([F:27])[CH2:24][CH2:25]O.C1(P(C2C=CC=CC=2)C2C=CC=CC=2)C=CC=CC=1.N(C(N1CCCCC1)=O)=NC(N1CCCCC1)=O. (6) Given the product [Cl:14][C:11]1[CH:12]=[CH:13][C:8]([C:6]2[CH:5]=[C:4]([C:15]([F:18])([F:17])[F:16])[N:3]=[C:2]([N:19]3[CH:23]=[CH:22][CH:21]=[CH:20]3)[N:7]=2)=[CH:9][CH:10]=1, predict the reactants needed to synthesize it. The reactants are: Cl[C:2]1[N:7]=[C:6]([C:8]2[CH:13]=[CH:12][C:11]([Cl:14])=[CH:10][CH:9]=2)[CH:5]=[C:4]([C:15]([F:18])([F:17])[F:16])[N:3]=1.[NH:19]1[CH:23]=[CH:22][CH:21]=[CH:20]1.